Dataset: Forward reaction prediction with 1.9M reactions from USPTO patents (1976-2016). Task: Predict the product of the given reaction. (1) Given the reactants [C:1]([O:5][C:6]([N:8]1[CH2:11][C:10](=[CH:12][C:13]2[CH:14]=[C:15]3[C:24](=[CH:25][CH:26]=2)[O:23][CH2:22][C:21]2[N:16]3[CH:17]([CH3:28])[C:18](=[O:27])[NH:19][N:20]=2)[CH2:9]1)=[O:7])([CH3:4])([CH3:3])[CH3:2], predict the reaction product. The product is: [C:1]([O:5][C:6]([N:8]1[CH2:9][CH:10]([CH2:12][C:13]2[CH:14]=[C:15]3[C:24](=[CH:25][CH:26]=2)[O:23][CH2:22][C:21]2[N:16]3[CH:17]([CH3:28])[C:18](=[O:27])[NH:19][N:20]=2)[CH2:11]1)=[O:7])([CH3:4])([CH3:2])[CH3:3]. (2) Given the reactants Cl.C([O:6][C:7](=[O:41])[CH2:8][O:9][CH2:10][CH:11]([CH2:16][O:17][C:18]1[C:19]2[C:26]([C:27]3[CH:32]=[CH:31][C:30]([CH2:33][CH3:34])=[CH:29][CH:28]=3)=[C:25]([C:35]3[CH:40]=[CH:39][CH:38]=[CH:37][CH:36]=3)[O:24][C:20]=2[N:21]=[CH:22][N:23]=1)[C:12]([CH3:15])([CH3:14])[CH3:13])(C)(C)C, predict the reaction product. The product is: [CH2:33]([C:30]1[CH:29]=[CH:28][C:27]([C:26]2[C:19]3[C:18]([O:17][CH2:16][CH:11]([C:12]([CH3:15])([CH3:14])[CH3:13])[CH2:10][O:9][CH2:8][C:7]([OH:41])=[O:6])=[N:23][CH:22]=[N:21][C:20]=3[O:24][C:25]=2[C:35]2[CH:36]=[CH:37][CH:38]=[CH:39][CH:40]=2)=[CH:32][CH:31]=1)[CH3:34]. (3) Given the reactants [Br:1][C:2]1[CH:7]=[C:6]([N+:8]([O-])=O)[CH:5]=[CH:4][C:3]=1[S:11]([CH3:14])(=[O:13])=[O:12].O.[OH-].[Na+].C(=O)([O-])[O-].[Na+].[Na+], predict the reaction product. The product is: [Br:1][C:2]1[CH:7]=[C:6]([CH:5]=[CH:4][C:3]=1[S:11]([CH3:14])(=[O:13])=[O:12])[NH2:8]. (4) Given the reactants [C:1]([NH:9][CH:10]1[C:16](=[O:17])[N:15]2[CH:18]([C:22]([NH:24][CH:25]3[CH2:29][C:28](=[O:30])[O:27][CH:26]3[O:31]CC3C=CC=CC=3)=[O:23])[CH2:19][CH2:20][CH2:21][N:14]2[C:13](=[O:39])[CH2:12][CH2:11]1)(=[O:8])[C:2]1[CH:7]=[CH:6][CH:5]=[CH:4][CH:3]=1, predict the reaction product. The product is: [C:1]([NH:9][CH:10]1[C:16](=[O:17])[N:15]2[CH:18]([C:22]([NH:24][CH:25]([CH:26]=[O:31])[CH2:29][C:28]([OH:30])=[O:27])=[O:23])[CH2:19][CH2:20][CH2:21][N:14]2[C:13](=[O:39])[CH2:12][CH2:11]1)(=[O:8])[C:2]1[CH:7]=[CH:6][CH:5]=[CH:4][CH:3]=1. (5) Given the reactants [CH3:1][O:2][C:3]1[CH:4]=[C:5]([N:9]=[C:10]=[O:11])[CH:6]=[CH:7][CH:8]=1.[CH3:12][O:13][C:14]1[CH:15]=[C:16]2[C:21](=[CH:22][C:23]=1[O:24][CH3:25])[N:20]=[CH:19][N:18]=[C:17]2[NH:26][C:27]1[S:28][C:29]2[CH:35]=[C:34]([NH2:36])[CH:33]=[CH:32][C:30]=2[N:31]=1, predict the reaction product. The product is: [CH3:12][O:13][C:14]1[CH:15]=[C:16]2[C:21](=[CH:22][C:23]=1[O:24][CH3:25])[N:20]=[CH:19][N:18]=[C:17]2[NH:26][C:27]1[S:28][C:29]2[CH:35]=[C:34]([NH:36][C:10]([NH:9][C:5]3[CH:6]=[CH:7][CH:8]=[C:3]([O:2][CH3:1])[CH:4]=3)=[O:11])[CH:33]=[CH:32][C:30]=2[N:31]=1. (6) Given the reactants [CH2:1]([C:3]1[CH:4]=[C:5]([CH2:26]O)[S:6][C:7]=1[C:8]1[N:12]=[C:11]([C:13]2[CH:18]=[CH:17][C:16]([O:19][C:20]3[CH:25]=[CH:24][CH:23]=[CH:22][CH:21]=3)=[CH:15][CH:14]=2)[O:10][N:9]=1)[CH3:2].C(Br)(Br)(Br)Br.C1(P(C2C=CC=CC=2)C2C=CC=CC=2)C=CC=CC=1.Cl.[NH:53]1[CH2:56][CH:55]([C:57]([O:59][CH3:60])=[O:58])[CH2:54]1.C(N(CC)C(C)C)(C)C, predict the reaction product. The product is: [CH2:1]([C:3]1[CH:4]=[C:5]([CH2:26][N:53]2[CH2:56][CH:55]([C:57]([O:59][CH3:60])=[O:58])[CH2:54]2)[S:6][C:7]=1[C:8]1[N:12]=[C:11]([C:13]2[CH:18]=[CH:17][C:16]([O:19][C:20]3[CH:25]=[CH:24][CH:23]=[CH:22][CH:21]=3)=[CH:15][CH:14]=2)[O:10][N:9]=1)[CH3:2]. (7) Given the reactants [OH:1][CH2:2][C:3]1[N:4]=[CH:5][N:6]([C:8]2[CH:13]=[CH:12][C:11](/[CH:14]=[CH:15]/[C:16]([NH:18][CH:19]3[C:27]4[C:22](=[CH:23][CH:24]=[CH:25][CH:26]=4)[CH2:21][CH2:20]3)=[O:17])=[CH:10][C:9]=2[O:28][CH3:29])[CH:7]=1, predict the reaction product. The product is: [CH:2]([C:3]1[N:4]=[CH:5][N:6]([C:8]2[CH:13]=[CH:12][C:11](/[CH:14]=[CH:15]/[C:16]([NH:18][CH:19]3[C:27]4[C:22](=[CH:23][CH:24]=[CH:25][CH:26]=4)[CH2:21][CH2:20]3)=[O:17])=[CH:10][C:9]=2[O:28][CH3:29])[CH:7]=1)=[O:1].